Dataset: Catalyst prediction with 721,799 reactions and 888 catalyst types from USPTO. Task: Predict which catalyst facilitates the given reaction. (1) Reactant: [C:1]([C:5]1[CH:6]=[C:7]([P:17]([C:25]2[CH:30]=[C:29]([C:31]([CH3:34])([CH3:33])[CH3:32])[C:28]([O:35][CH3:36])=[C:27]([C:37]([CH3:40])([CH3:39])[CH3:38])[CH:26]=2)[C:18]2[CH:23]=[CH:22][CH:21]=[CH:20][C:19]=2[PH2:24])[CH:8]=[C:9]([C:13]([CH3:16])([CH3:15])[CH3:14])[C:10]=1[O:11][CH3:12])([CH3:4])([CH3:3])[CH3:2].[CH2:41]([Li])[CH2:42][CH2:43][CH3:44].S([O-])(=O)(=O)C. Product: [C:13]([C:9]1[CH:8]=[C:7]([P:17]([C:25]2[CH:30]=[C:29]([C:31]([CH3:34])([CH3:33])[CH3:32])[C:28]([O:35][CH3:36])=[C:27]([C:37]([CH3:40])([CH3:39])[CH3:38])[CH:26]=2)[C:18]2[CH:23]=[CH:22][CH:21]=[CH:20][C:19]=2[P:24]2[C:44]3[C:43](=[CH:2][CH:1]=[CH:5][CH:10]=3)[CH2:42][CH:41]2[CH:7]([CH3:8])[CH3:6])[CH:6]=[C:5]([C:1]([CH3:2])([CH3:3])[CH3:4])[C:10]=1[O:11][CH3:12])([CH3:16])([CH3:15])[CH3:14]. The catalyst class is: 323. (2) Reactant: [F:1][C:2]1[CH:3]=[C:4]2[C:8](=[CH:9][CH:10]=1)[NH:7][C:6](=[O:11])[CH2:5]2.[Li+].C[Si]([N-][Si](C)(C)C)(C)C.C1COCC1.[OH:27][CH2:28][C:29]1[CH:30]=[C:31]2[C:35](=[CH:36][CH:37]=1)[C:34](=O)[O:33][CH:32]2[C:39]1[CH:44]=[CH:43][CH:42]=[CH:41][CH:40]=1. Product: [F:1][C:2]1[CH:3]=[C:4]2[C:8](=[CH:9][CH:10]=1)[NH:7][C:6](=[O:11])[C:5]2=[C:34]1[C:35]2[C:31](=[CH:30][C:29]([CH2:28][OH:27])=[CH:37][CH:36]=2)[CH:32]([C:39]2[CH:40]=[CH:41][CH:42]=[CH:43][CH:44]=2)[O:33]1. The catalyst class is: 1.